This data is from Tyrosyl-DNA phosphodiesterase HTS with 341,365 compounds. The task is: Binary Classification. Given a drug SMILES string, predict its activity (active/inactive) in a high-throughput screening assay against a specified biological target. (1) The compound is O(c1c(OCC)cc(cc1)/C=C(\C(=O)Nc1c(cccc1)C(O)=O)C#N)C(=O)c1ccc(cc1)C. The result is 0 (inactive). (2) The compound is O=C(N(CC(=O)Nc1c(OC)cccc1)CC)CCc1ccccc1. The result is 0 (inactive). (3) The molecule is O1C(C(CC1=O)C(=O)Nc1ncccn1)c1ccccc1. The result is 0 (inactive). (4) The compound is Clc1cc(C2N(S(=O)(=O)c3ccc(cc3)C)C(C(=CC2)C(O)=O)c2c(F)cccc2)ccc1. The result is 0 (inactive). (5) The compound is Clc1c(C(=O)Nn2c(nc3c(c2=O)cccc3)C)ccc(F)c1. The result is 0 (inactive). (6) The compound is Clc1cc(NC(=O)CSc2nnc(c3sc(nc3C)C)cc2)ccc1Cl. The result is 0 (inactive). (7) The molecule is O(Cc1ccccc1)C(=O)Cn1nc(nn1)c1ccccc1. The result is 0 (inactive). (8) The drug is O=C1N(C(=O)C2C1CCCC2)c1cc(ccc1)C(=O)Nc1c(cccc1)C. The result is 0 (inactive).